This data is from Full USPTO retrosynthesis dataset with 1.9M reactions from patents (1976-2016). The task is: Predict the reactants needed to synthesize the given product. (1) Given the product [CH3:22][C:17]1([CH3:23])[C:18]([CH3:21])([CH3:20])[O:19][B:15]([C:7]2[CH2:8][CH2:9][O:10][CH2:11][CH:12]=2)[O:16]1, predict the reactants needed to synthesize it. The reactants are: FC(F)(F)S(O[C:7]1[CH2:8][CH2:9][O:10][CH2:11][CH:12]=1)(=O)=O.[B:15]1([B:15]2[O:19][C:18]([CH3:21])([CH3:20])[C:17]([CH3:23])([CH3:22])[O:16]2)[O:19][C:18]([CH3:21])([CH3:20])[C:17]([CH3:23])([CH3:22])[O:16]1.C([O-])(=O)C.[K+]. (2) Given the product [C:20]([O:19][C:17]([NH:6][C@:5]([CH2:2][CH:3]=[CH2:4])([C:14]([OH:16])=[O:15])[CH2:7][C:8]1[CH:13]=[CH:12][CH:11]=[CH:10][CH:9]=1)=[O:18])([CH3:23])([CH3:22])[CH3:21], predict the reactants needed to synthesize it. The reactants are: Cl.[CH2:2]([C@@:5]([C:14]([OH:16])=[O:15])([CH2:7][C:8]1[CH:13]=[CH:12][CH:11]=[CH:10][CH:9]=1)[NH2:6])[CH:3]=[CH2:4].[C:17](O[C:17]([O:19][C:20]([CH3:23])([CH3:22])[CH3:21])=[O:18])([O:19][C:20]([CH3:23])([CH3:22])[CH3:21])=[O:18].C(=O)(O)[O-].[Na+].